This data is from Reaction yield outcomes from USPTO patents with 853,638 reactions. The task is: Predict the reaction yield, written as a fraction of the theoretical maximum amount of product (1.0 means a 100% yield; for example, 0.34 means a 34% yield). (1) The reactants are Cl[C:2]1[CH:7]=[C:6]([CH:8]2[CH2:11][N:10]([CH:12]3[CH2:15][O:14][CH2:13]3)[CH2:9]2)[CH:5]=[C:4](Cl)[N:3]=1.C(P(C12CC3CC(CC(C3)C1)C2)C12CC3CC(CC(C3)C1)C2)CCC.[CH:42]1([B-](F)(F)F)[CH2:44][CH2:43]1.[K+].C(=O)([O-])[O-].[Cs+].[Cs+].[F:56][CH:57]([F:75])[O:58][C:59]1[C:60]([NH2:74])=[N:61][CH:62]=[C:63](B2OC(C)(C)C(C)(C)O2)[CH:64]=1.C1(P(C2CCCCC2)C2C=CC=CC=2C2C(C(C)C)=CC(C(C)C)=CC=2C(C)C)CCCCC1.O.[O-]P([O-])([O-])=O.[K+].[K+].[K+]. The catalyst is C([O-])(=O)C.[Pd+2].C([O-])(=O)C.[Pd+2]. The product is [CH:42]1([C:4]2[N:3]=[C:2]([C:63]3[CH:62]=[N:61][C:60]([NH2:74])=[C:59]([O:58][CH:57]([F:56])[F:75])[CH:64]=3)[CH:7]=[C:6]([CH:8]3[CH2:11][N:10]([CH:12]4[CH2:15][O:14][CH2:13]4)[CH2:9]3)[CH:5]=2)[CH2:44][CH2:43]1. The yield is 0.120. (2) The reactants are [OH-].[Li+].[CH3:3][N:4]1[C:8]([C:9]2[CH:14]=[CH:13][CH:12]=[CH:11][CH:10]=2)=[CH:7][CH:6]=[C:5]1[C:15]([O:17]C)=[O:16].CO. The catalyst is O.C1COCC1. The product is [CH3:3][N:4]1[C:8]([C:9]2[CH:14]=[CH:13][CH:12]=[CH:11][CH:10]=2)=[CH:7][CH:6]=[C:5]1[C:15]([OH:17])=[O:16]. The yield is 0.640. (3) The reactants are C[C:2]1[CH:7]=[C:6]([OH:8])[CH:5]=[CH:4][C:3]=1[C:9]#[C:10][C:11]([O-:13])=[O:12].[OH-].[Na+].Cl. The product is [OH:8][C:6]1[CH:5]=[CH:4][C:3]([C:9]#[C:10][C:11]([OH:13])=[O:12])=[CH:2][CH:7]=1. The catalyst is CO. The yield is 0.930. (4) The product is [ClH:27].[OH:26][C@@:12]1([C:17]#[C:18][C:19]2[CH:20]=[C:21]([CH3:25])[CH:22]=[CH:23][CH:24]=2)[CH2:13][CH2:14][CH2:15][C@@H:16]2[C@H:11]1[CH2:10][CH2:9][NH:8]2. The reactants are C(OC([N:8]1[C@H:16]2[C@H:11]([C@:12]([OH:26])([C:17]#[C:18][C:19]3[CH:20]=[C:21]([CH3:25])[CH:22]=[CH:23][CH:24]=3)[CH2:13][CH2:14][CH2:15]2)[CH2:10][CH2:9]1)=O)(C)(C)C.[ClH:27]. The yield is 0.930. The catalyst is C(OC(=O)C)C. (5) The reactants are [CH3:1][C:2]1[C:3]([NH:8][C:9]2[C:18]3[C:13](=[CH:14][CH:15]=[C:16](I)[CH:17]=3)[N:12]=[CH:11][CH:10]=2)=[N:4][NH:5][C:6]=1[CH3:7].C(=O)([O-])[O-].[Na+].[Na+].[O:26]1[CH2:30][CH2:29][CH:28]([SH:31])[CH2:27]1. The catalyst is O1CCOCC1. The product is [CH3:1][C:2]1[C:3]([NH:8][C:9]2[C:18]3[C:13](=[CH:14][CH:15]=[C:16]([S:31][CH:28]4[CH2:29][CH2:30][O:26][CH2:27]4)[CH:17]=3)[N:12]=[CH:11][CH:10]=2)=[N:4][NH:5][C:6]=1[CH3:7]. The yield is 0.233. (6) The reactants are [CH3:1][O:2][C:3]1[C:4]([O:19][C:20]2[CH:25]=[CH:24][CH:23]=[C:22]([C:26]([F:29])([F:28])[F:27])[CH:21]=2)=[C:5]2[C:10](=[C:11]([NH:13][CH2:14][CH2:15][CH2:16][NH2:17])[CH:12]=1)[N:9]=[CH:8][CH:7]=[C:6]2[CH3:18].[C:30]([OH:37])(=[O:36])[CH2:31][CH2:32][C:33]([OH:35])=[O:34]. The catalyst is CO. The product is [CH3:1][O:2][C:3]1[C:4]([O:19][C:20]2[CH:25]=[CH:24][CH:23]=[C:22]([C:26]([F:28])([F:27])[F:29])[CH:21]=2)=[C:5]2[C:10](=[C:11]([NH:13][CH2:14][CH2:15][CH2:16][NH2:17])[CH:12]=1)[N:9]=[C:8]([CH:31]([C:30]([OH:37])=[O:36])[CH2:32][C:33]([OH:35])=[O:34])[CH:7]=[C:6]2[CH3:18]. The yield is 1.00. (7) The reactants are [CH2:1]([O:3]/[CH:4]=[CH:5]/[CH3:6])[CH3:2].N1C=CC=CC=1.[Cl:13][C:14]([Cl:19])([Cl:18])[C:15](Cl)=[O:16]. The catalyst is C(Cl)Cl. The product is [Cl:13][C:14]([Cl:19])([Cl:18])[C:15](=[O:16])/[C:5](/[CH3:6])=[CH:4]/[O:3][CH2:1][CH3:2]. The yield is 0.186. (8) The reactants are [Br:1][C:2]1[CH:3]=[CH:4][C:5]2[O:9][C:8]([C:10]([NH2:12])=[O:11])=[C:7]([NH:13][C:14](=O)[CH:15]([N:17]3[CH2:21][CH2:20][C@H:19]([OH:22])[CH2:18]3)[CH3:16])[C:6]=2[CH:24]=1.[OH-].[Na+].Cl. The catalyst is C(O)C. The product is [Br:1][C:2]1[CH:3]=[CH:4][C:5]2[O:9][C:8]3[C:10](=[O:11])[NH:12][C:14]([CH:15]([N:17]4[CH2:21][CH2:20][C@H:19]([OH:22])[CH2:18]4)[CH3:16])=[N:13][C:7]=3[C:6]=2[CH:24]=1. The yield is 0.350.